From a dataset of Retrosynthesis with 50K atom-mapped reactions and 10 reaction types from USPTO. Predict the reactants needed to synthesize the given product. (1) Given the product CC(=O)c1ccc(C=C(Cl)Cl)s1, predict the reactants needed to synthesize it. The reactants are: CC(=O)Cl.ClC(Cl)=Cc1cccs1. (2) Given the product CC(C)(C)OC(=O)NC1CCC(N2CC(NC(=O)CNc3n[nH]c4ccc(C(F)(F)F)cc34)C2)CC1, predict the reactants needed to synthesize it. The reactants are: CC(C)(C)OC(=O)NC1CCC(=O)CC1.O=C(CNc1n[nH]c2ccc(C(F)(F)F)cc12)NC1CNC1. (3) Given the product O=C1NC(=O)C(Cc2ccc(N3CCC(NC[C@H](O)COc4ccc(O)cc4)CC3)cc2)S1, predict the reactants needed to synthesize it. The reactants are: NC[C@H](O)COc1ccc(O)cc1.O=C1CCN(c2ccc(CC3SC(=O)NC3=O)cc2)CC1. (4) Given the product COc1cc(C)cc2c1C(Nc1ccc3cc(NS(=O)(=O)N(C)C)ccc3n1)CC2, predict the reactants needed to synthesize it. The reactants are: CN(C)S(=O)(=O)Cl.COc1cc(C)cc2c1C(Nc1ccc3cc(N)ccc3n1)CC2.